This data is from Forward reaction prediction with 1.9M reactions from USPTO patents (1976-2016). The task is: Predict the product of the given reaction. Given the reactants [F:1][C:2]1[CH:3]=[CH:4][C:5]([N+:15]([O-])=O)=[C:6]([NH:8][C:9]2[CH:13]=[CH:12][N:11]([CH3:14])[N:10]=2)[CH:7]=1, predict the reaction product. The product is: [F:1][C:2]1[CH:7]=[C:6]([NH:8][C:9]2[CH:13]=[CH:12][N:11]([CH3:14])[N:10]=2)[C:5]([NH2:15])=[CH:4][CH:3]=1.